From a dataset of Catalyst prediction with 721,799 reactions and 888 catalyst types from USPTO. Predict which catalyst facilitates the given reaction. Reactant: Cl[C:2]1[N:7]=[C:6]([C:8]2[CH:13]=[CH:12][C:11]([O:14][CH3:15])=[C:10]([O:16][CH3:17])[C:9]=2[O:18][CH3:19])[CH:5]=[CH:4][N:3]=1.[CH3:20][C:21]1[CH:22]=[C:23]([CH:25]=[C:26]([CH3:28])[CH:27]=1)[NH2:24].[H-].[Na+].O1CCCC1. Product: [CH3:20][C:21]1[CH:22]=[C:23]([NH:24][C:2]2[N:7]=[C:6]([C:8]3[CH:13]=[CH:12][C:11]([O:14][CH3:15])=[C:10]([O:16][CH3:17])[C:9]=3[O:18][CH3:19])[CH:5]=[CH:4][N:3]=2)[CH:25]=[C:26]([CH3:28])[CH:27]=1. The catalyst class is: 27.